This data is from NCI-60 drug combinations with 297,098 pairs across 59 cell lines. The task is: Regression. Given two drug SMILES strings and cell line genomic features, predict the synergy score measuring deviation from expected non-interaction effect. (1) Drug 1: CC12CCC(CC1=CCC3C2CCC4(C3CC=C4C5=CN=CC=C5)C)O. Drug 2: CS(=O)(=O)C1=CC(=C(C=C1)C(=O)NC2=CC(=C(C=C2)Cl)C3=CC=CC=N3)Cl. Cell line: BT-549. Synergy scores: CSS=9.48, Synergy_ZIP=-0.548, Synergy_Bliss=8.07, Synergy_Loewe=6.53, Synergy_HSA=6.85. (2) Drug 1: CCC1=C2CN3C(=CC4=C(C3=O)COC(=O)C4(CC)O)C2=NC5=C1C=C(C=C5)O. Drug 2: C1=CC=C(C(=C1)C(C2=CC=C(C=C2)Cl)C(Cl)Cl)Cl. Cell line: HCC-2998. Synergy scores: CSS=17.3, Synergy_ZIP=-1.17, Synergy_Bliss=-3.67, Synergy_Loewe=-18.0, Synergy_HSA=-4.91.